From a dataset of Catalyst prediction with 721,799 reactions and 888 catalyst types from USPTO. Predict which catalyst facilitates the given reaction. Reactant: [Br:1][C:2]1[CH:9]=[C:8](F)[CH:7]=[CH:6][C:3]=1[CH:4]=[O:5].[OH:11][C:12]1[CH:13]=[C:14]([CH:19]=[CH:20][CH:21]=1)[C:15]([O:17][CH3:18])=[O:16].C([O-])([O-])=O.[K+].[K+].O. Product: [CH3:18][O:17][C:15](=[O:16])[C:14]1[CH:19]=[CH:20][CH:21]=[C:12]([O:11][C:8]2[CH:7]=[CH:6][C:3]([CH:4]=[O:5])=[C:2]([Br:1])[CH:9]=2)[CH:13]=1. The catalyst class is: 3.